Dataset: Full USPTO retrosynthesis dataset with 1.9M reactions from patents (1976-2016). Task: Predict the reactants needed to synthesize the given product. (1) The reactants are: [OH:1][C:2]1[CH:3]=[C:4]2[C:9](=[CH:10][CH:11]=1)[O:8][C:7](=[O:12])[CH:6]=[CH:5]2.C(#N)C.C(N(CC)C(C)C)(C)C.[CH3:25][O:26][CH2:27]Cl. Given the product [CH3:25][O:26][CH2:27][O:1][C:2]1[CH:3]=[C:4]2[C:9](=[CH:10][CH:11]=1)[O:8][C:7](=[O:12])[CH:6]=[CH:5]2, predict the reactants needed to synthesize it. (2) Given the product [C:1]([O:5][C:6](=[O:23])[CH2:7][C@H:8]([OH:22])[CH2:9][C@H:10]([OH:21])[CH2:11][O:12][C:13](=[O:20])[C:14]1[CH:15]=[CH:16][CH:17]=[CH:18][CH:19]=1)([CH3:4])([CH3:2])[CH3:3], predict the reactants needed to synthesize it. The reactants are: [C:1]([O:5][C:6](=[O:23])[CH2:7][C:8](=[O:22])[CH2:9][C@H:10]([OH:21])[CH2:11][O:12][C:13](=[O:20])[C:14]1[CH:19]=[CH:18][CH:17]=[CH:16][CH:15]=1)([CH3:4])([CH3:3])[CH3:2].[H][H]. (3) The reactants are: [CH3:1][C:2]1[N:3]=[CH:4][S:5][C:6]=1[CH2:7][CH2:8]O.C1(P(C2C=CC=CC=2)C2C=CC=CC=2)C=CC=CC=1.[Br:29]N1C(=O)CCC1=O. Given the product [Br:29][CH2:8][CH2:7][C:6]1[S:5][CH:4]=[N:3][C:2]=1[CH3:1], predict the reactants needed to synthesize it. (4) Given the product [CH3:1][O:2][C:3]1[CH:8]=[C:7]([CH2:9][CH2:10][N:25]2[CH2:26][CH2:27][N:22]([C:28]([O:30][C:31]([CH3:34])([CH3:33])[CH3:32])=[O:29])[CH2:23][CH2:24]2)[CH:6]=[CH:5][C:4]=1[C:12]1[CH:13]=[CH:14][C:15]([C:18]([O:20][CH3:21])=[O:19])=[CH:16][CH:17]=1, predict the reactants needed to synthesize it. The reactants are: [CH3:1][O:2][C:3]1[CH:8]=[C:7]([CH2:9][CH:10]=O)[CH:6]=[CH:5][C:4]=1[C:12]1[CH:17]=[CH:16][C:15]([C:18]([O:20][CH3:21])=[O:19])=[CH:14][CH:13]=1.[N:22]1([C:28]([O:30][C:31]([CH3:34])([CH3:33])[CH3:32])=[O:29])[CH2:27][CH2:26][NH:25][CH2:24][CH2:23]1.C(O[BH-](OC(=O)C)OC(=O)C)(=O)C.[Na+]. (5) Given the product [F:18][B-:19]([F:22])([F:21])[F:20].[CH3:1][O:2][C:3]1[CH:9]=[C:8]([N+:10]([O-:12])=[O:11])[CH:7]=[CH:6][C:4]=1[N+:5]#[N:14], predict the reactants needed to synthesize it. The reactants are: [CH3:1][O:2][C:3]1[CH:9]=[C:8]([N+:10]([O-:12])=[O:11])[CH:7]=[CH:6][C:4]=1[NH2:5].Cl.[N:14]([O-])=O.[Na+].[F:18][B-:19]([F:22])([F:21])[F:20].[H+]. (6) The reactants are: O.O.O.C(C(C(C(O)=O)O)O)(O)=O.[S:14]1[C:18]2[CH2:19][C@@H:20]([NH2:23])[CH2:21][CH2:22][C:17]=2[N:16]=[C:15]1[NH2:24].C. Given the product [S:14]1[C:18]2[CH2:19][C@@H:20]([NH2:23])[CH2:21][CH2:22][C:17]=2[N:16]=[C:15]1[NH2:24], predict the reactants needed to synthesize it. (7) Given the product [CH3:1][C:2]1[CH:7]=[CH:6][C:5]([S:8]([O:11][C:12]2[C:13]3[C:31]([Cl:34])=[C:30]([CH2:32][CH3:33])[NH:29][C:14]=3[N:15]=[C:16]([S:18][C:19]3[CH:28]=[N:27][C:26]4[C:21](=[N:22][CH:23]=[CH:24][N:25]=4)[CH:20]=3)[N:17]=2)(=[O:9])=[O:10])=[CH:4][CH:3]=1, predict the reactants needed to synthesize it. The reactants are: [CH3:1][C:2]1[CH:7]=[CH:6][C:5]([S:8]([O:11][C:12]2[C:13]3[CH:31]=[C:30]([CH2:32][CH3:33])[NH:29][C:14]=3[N:15]=[C:16]([S:18][C:19]3[CH:28]=[N:27][C:26]4[C:21](=[N:22][CH:23]=[CH:24][N:25]=4)[CH:20]=3)[N:17]=2)(=[O:10])=[O:9])=[CH:4][CH:3]=1.[Cl:34]N1C(=O)CCC1=O.